This data is from Reaction yield outcomes from USPTO patents with 853,638 reactions. The task is: Predict the reaction yield, written as a fraction of the theoretical maximum amount of product (1.0 means a 100% yield; for example, 0.34 means a 34% yield). (1) The reactants are Br[C:2]1[CH:3]=[N:4][CH:5]=[C:6]([Br:8])[CH:7]=1.C[Si](C)(C)[C:11]#[C:12][CH3:13].C(N(CC)CC)C.[F-].C([N+](CCCC)(CCCC)CCCC)CCC. The catalyst is C1(C)C=CC=CC=1.[Cu]I.O. The product is [Br:8][C:6]1[CH:5]=[N:4][CH:3]=[C:2]([C:11]#[C:12][CH3:13])[CH:7]=1. The yield is 0.660. (2) The reactants are O[CH:2]=[C:3]1[C:11]2[C:6](=[CH:7][C:8]([C:12]([C:14]3[CH:15]=[C:16]([NH:20][C:21]([C:23]4[CH:24]=[N:25][N:26]([CH3:29])[C:27]=4[CH3:28])=[O:22])[CH:17]=[CH:18][CH:19]=3)=[O:13])=[CH:9][CH:10]=2)[NH:5][C:4]1=[O:30].[CH3:31][N:32]1[CH2:37][CH2:36][N:35]([C:38]2[CH:43]=[CH:42][C:41]([NH2:44])=[CH:40][CH:39]=2)[CH2:34][CH2:33]1. The catalyst is C1COCC1. The product is [CH3:31][N:32]1[CH2:33][CH2:34][N:35]([C:38]2[CH:43]=[CH:42][C:41]([NH:44][CH:2]=[C:3]3[C:11]4[C:6](=[CH:7][C:8]([C:12]([C:14]5[CH:15]=[C:16]([NH:20][C:21]([C:23]6[CH:24]=[N:25][N:26]([CH3:29])[C:27]=6[CH3:28])=[O:22])[CH:17]=[CH:18][CH:19]=5)=[O:13])=[CH:9][CH:10]=4)[NH:5][C:4]3=[O:30])=[CH:40][CH:39]=2)[CH2:36][CH2:37]1. The yield is 0.110. (3) The reactants are [Cl:1][CH2:2][C:3]([NH:5][NH:6][C:7](=[O:12])[C:8]([F:11])([F:10])[F:9])=O.C(#N)C.P(Cl)(Cl)(Cl)=O.C(OC(C)C)(=O)C. The catalyst is O. The product is [F:11][C:8]([F:9])([F:10])[C:7]1[O:12][C:3]([CH2:2][Cl:1])=[N:5][N:6]=1. The yield is 0.822.